From a dataset of Forward reaction prediction with 1.9M reactions from USPTO patents (1976-2016). Predict the product of the given reaction. (1) Given the reactants Cl[C:2]1[N:7]=[C:6]([NH:8][C@H:9]([CH3:12])[CH2:10][OH:11])[C:5]([C:13]2[S:14][CH:15]=[CH:16][CH:17]=2)=[CH:4][N:3]=1.[NH2:18][C:19]1[CH:24]=[CH:23][C:22]([S:25]([CH3:38])(=[N:27][C:28](=[O:37])[NH:29][C:30]2[CH:35]=[CH:34][C:33]([CH3:36])=[CH:32][CH:31]=2)=[O:26])=[CH:21][CH:20]=1, predict the reaction product. The product is: [C:33]1([CH3:36])[CH:32]=[CH:31][C:30]([NH:29][C:28]([N:27]=[S:25]([C:22]2[CH:21]=[CH:20][C:19]([NH:18][C:2]3[N:7]=[C:6]([NH:8][C@H:9]([CH3:12])[CH2:10][OH:11])[C:5]([C:13]4[S:14][CH:15]=[CH:16][CH:17]=4)=[CH:4][N:3]=3)=[CH:24][CH:23]=2)([CH3:38])=[O:26])=[O:37])=[CH:35][CH:34]=1. (2) Given the reactants C[N:2](C)[C:3](=[N:5][C:6](=O)[C:7]1[CH:12]=[CH:11][CH:10]=[C:9]([C:13]2[CH:18]=[C:17]([NH:19][CH2:20][CH2:21][C:22]3[CH:27]=[CH:26][C:25]([O:28][CH3:29])=[CH:24][CH:23]=3)[N:16]=[C:15]([O:30][CH3:31])[N:14]=2)[CH:8]=1)[CH3:4].O.[NH2:35]N, predict the reaction product. The product is: [CH3:31][O:30][C:15]1[N:16]=[C:17]([NH:19][CH2:20][CH2:21][C:22]2[CH:23]=[CH:24][C:25]([O:28][CH3:29])=[CH:26][CH:27]=2)[CH:18]=[C:13]([C:9]2[CH:10]=[CH:11][CH:12]=[C:7]([C:6]3[NH:35][N:2]=[C:3]([CH3:4])[N:5]=3)[CH:8]=2)[N:14]=1.